The task is: Predict the reactants needed to synthesize the given product.. This data is from Full USPTO retrosynthesis dataset with 1.9M reactions from patents (1976-2016). (1) Given the product [CH3:18][C:10]1[C:11]2[C:16](=[CH:15][C:14]([OH:17])=[CH:13][CH:12]=2)[NH:8][N:9]=1, predict the reactants needed to synthesize it. The reactants are: C([N:8]1[C:16]2[C:11](=[CH:12][CH:13]=[C:14]([OH:17])[CH:15]=2)[C:10]([CH3:18])=[N:9]1)C1C=CC=CC=1. (2) Given the product [CH:1]1([NH2:28])[C:11]2=[C:12]3[C:7](=[CH:8][CH:9]=[CH:10]2)[CH2:6][CH2:5][CH2:4][CH:3]3[CH2:2]1, predict the reactants needed to synthesize it. The reactants are: [CH:1]1(O)[C:11]2=[C:12]3[C:7](=[CH:8][CH:9]=[CH:10]2)[CH2:6][CH2:5][CH2:4][CH:3]3[CH2:2]1.C1(P([N:28]=[N+]=[N-])(C2C=CC=CC=2)=O)C=CC=CC=1.C1(C2CCCCCCCCCC=2)CCCCCCCCNN=1.O.